This data is from Full USPTO retrosynthesis dataset with 1.9M reactions from patents (1976-2016). The task is: Predict the reactants needed to synthesize the given product. (1) Given the product [CH3:35][S:36]([C:2]1[CH:23]=[CH:22][C:5]2[C:6]([NH:15][CH:16]([CH3:21])[C:17]([CH3:20])([CH3:19])[CH3:18])=[N:7][C:8]3[CH:9]=[CH:10][NH:11][C:12](=[O:14])[C:13]=3[C:4]=2[CH:3]=1)(=[O:38])=[O:37], predict the reactants needed to synthesize it. The reactants are: I[C:2]1[CH:23]=[CH:22][C:5]2[C:6]([NH:15][CH:16]([CH3:21])[C:17]([CH3:20])([CH3:19])[CH3:18])=[N:7][C:8]3[CH:9]=[CH:10][NH:11][C:12](=[O:14])[C:13]=3[C:4]=2[CH:3]=1.N1CCC[C@H]1C(O)=O.[OH-].[Na+].[Na+].[CH3:35][S:36]([O-:38])=[O:37]. (2) Given the product [NH2:1][C:2]1[CH:7]=[CH:6][CH:5]=[CH:4][C:3]=1[NH:8][C:9](=[O:17])[C:10]1[CH:15]=[CH:14][C:13]([C:35]([CH2:36][N:54]([CH2:18][C:19]2[CH:20]=[CH:21][CH:22]=[CH:23][CH:24]=2)[CH3:52])=[CH2:34])=[CH:12][CH:11]=1, predict the reactants needed to synthesize it. The reactants are: [NH2:1][C:2]1[CH:7]=[CH:6][CH:5]=[CH:4][C:3]=1[NH:8][C:9](=[O:17])[C:10]1[CH:15]=[CH:14][C:13](I)=[CH:12][CH:11]=1.[CH2:18](CN)[C:19]1[CH:24]=[CH:23][CH:22]=[CH:21][CH:20]=1.C(=O)([O-])[O-].[K+].[K+].O1C=[CH:36][CH:35]=[C:34]1P(C1OC=CC=1)C1OC=CC=1.C=C=C.[C:52](#[N:54])C. (3) Given the product [CH2:53]([O:52][C:51]([N:50]([CH2:61][CH2:62][C:63]1[CH:68]=[CH:67][C:66]([Cl:69])=[C:65]([Cl:70])[CH:64]=1)[CH2:49][CH2:48][C:47]([N:27]([CH:28]1[CH2:33][CH2:32][O:31][CH2:30][CH2:29]1)[CH2:26][CH2:25][N:14]([CH2:13][CH2:12][C:5]1[C:6]2[S:10][C:9](=[O:11])[NH:8][C:7]=2[C:2]([OH:1])=[CH:3][CH:4]=1)[C:15](=[O:24])[O:16][CH2:17][C:18]1[CH:23]=[CH:22][CH:21]=[CH:20][CH:19]=1)=[O:71])=[O:60])[C:54]1[CH:55]=[CH:56][CH:57]=[CH:58][CH:59]=1, predict the reactants needed to synthesize it. The reactants are: [OH:1][C:2]1[C:7]2[NH:8][C:9](=[O:11])[S:10][C:6]=2[C:5]([CH2:12][CH2:13][N:14]([CH2:25][CH2:26][NH:27][CH:28]2[CH2:33][CH2:32][O:31][CH2:30][CH2:29]2)[C:15](=[O:24])[O:16][CH2:17][C:18]2[CH:23]=[CH:22][CH:21]=[CH:20][CH:19]=2)=[CH:4][CH:3]=1.C(N(CC)CC)C.Cl[Si](C)(C)C.Cl[C:47](=[O:71])[CH2:48][CH2:49][N:50]([CH2:61][CH2:62][C:63]1[CH:68]=[CH:67][C:66]([Cl:69])=[C:65]([Cl:70])[CH:64]=1)[C:51](=[O:60])[O:52][CH2:53][C:54]1[CH:59]=[CH:58][CH:57]=[CH:56][CH:55]=1. (4) Given the product [C:21]1([C@H:19]([NH:18][C@H:15]2[CH2:16][CH2:17][C@@H:13]([C:10]3[CH:11]=[CH:12][C:7]([O:6][CH2:5][C:4]([OH:3])([CH2:32][CH3:33])[CH2:36][CH3:37])=[CH:8][CH:9]=3)[CH2:14]2)[CH3:20])[C:30]2[C:25](=[CH:26][CH:27]=[CH:28][CH:29]=2)[CH:24]=[CH:23][CH:22]=1, predict the reactants needed to synthesize it. The reactants are: C([O:3][C:4](=O)[CH2:5][O:6][C:7]1[CH:12]=[CH:11][C:10]([CH:13]2[CH2:17][CH2:16][CH:15]([NH:18][C@@H:19]([C:21]3[C:30]4[C:25](=[CH:26][CH:27]=[CH:28][CH:29]=4)[CH:24]=[CH:23][CH:22]=3)[CH3:20])[CH2:14]2)=[CH:9][CH:8]=1)C.[CH2:32]([Mg]Br)[CH3:33].[CH2:36]1COC[CH2:37]1.